From a dataset of Forward reaction prediction with 1.9M reactions from USPTO patents (1976-2016). Predict the product of the given reaction. (1) The product is: [NH2:1][C:2]1[C:10]([F:11])=[C:9]([Cl:12])[CH:8]=[CH:7][C:3]=1[C:4]([O:6][CH3:17])=[O:5]. Given the reactants [NH2:1][C:2]1[C:10]([F:11])=[C:9]([Cl:12])[CH:8]=[CH:7][C:3]=1[C:4]([OH:6])=[O:5].S(Cl)(Cl)=O.[CH3:17]O, predict the reaction product. (2) Given the reactants [Br:1][C:2]1[O:19][CH:5]2[CH2:6][N:7](CC3C=CC(OC)=CC=3)[C:8](=[O:9])[CH:4]2[CH:3]=1, predict the reaction product. The product is: [Br:1][C:2]1[O:19][CH:5]2[CH2:6][NH:7][C:8](=[O:9])[CH:4]2[CH:3]=1.